Task: Binary Classification. Given a T-cell receptor sequence (or CDR3 region) and an epitope sequence, predict whether binding occurs between them.. Dataset: TCR-epitope binding with 47,182 pairs between 192 epitopes and 23,139 TCRs (1) The epitope is VTEHDTLLY. The TCR CDR3 sequence is CASSYSAGGPYEQYF. Result: 1 (the TCR binds to the epitope). (2) The epitope is LLWNGPMAV. The TCR CDR3 sequence is CASSELLAGGLETQYF. Result: 0 (the TCR does not bind to the epitope). (3) The epitope is MPASWVMRI. The TCR CDR3 sequence is CASSQGLAGGDEQFF. Result: 1 (the TCR binds to the epitope). (4) The epitope is FRYMNSQGL. The TCR CDR3 sequence is CASSWGTGGYEQYF. Result: 0 (the TCR does not bind to the epitope). (5) The epitope is YLDAYNMMI. The TCR CDR3 sequence is CASSRAGGPNEQYF. Result: 1 (the TCR binds to the epitope). (6) The epitope is GMFNMLSTVLGVS. The TCR CDR3 sequence is CASSKAQSSDENQETQYF. Result: 0 (the TCR does not bind to the epitope). (7) The epitope is SLYNTVATL. The TCR CDR3 sequence is CASSYSTHYSLESDTQYF. Result: 1 (the TCR binds to the epitope). (8) The epitope is TSDLATNNLVVMAY. The TCR CDR3 sequence is CASSLSETSGSQWFF. Result: 0 (the TCR does not bind to the epitope). (9) The epitope is LLWNGPMAV. The TCR CDR3 sequence is CASSPAGVSYEQYF. Result: 1 (the TCR binds to the epitope).